This data is from Peptide-MHC class II binding affinity with 134,281 pairs from IEDB. The task is: Regression. Given a peptide amino acid sequence and an MHC pseudo amino acid sequence, predict their binding affinity value. This is MHC class II binding data. (1) The peptide sequence is AATAAAAAAVDRGDP. The MHC is DRB1_1201 with pseudo-sequence DRB1_1201. The binding affinity (normalized) is 0. (2) The peptide sequence is GAGKTRRFLPQILAE. The MHC is DRB3_0202 with pseudo-sequence DRB3_0202. The binding affinity (normalized) is 0. (3) The peptide sequence is TLWQRPVVTIKIGGQLKEAL. The MHC is DRB1_0301 with pseudo-sequence DRB1_0301. The binding affinity (normalized) is 0.170.